From a dataset of NCI-60 drug combinations with 297,098 pairs across 59 cell lines. Regression. Given two drug SMILES strings and cell line genomic features, predict the synergy score measuring deviation from expected non-interaction effect. (1) Drug 1: C1=NC(=NC(=O)N1C2C(C(C(O2)CO)O)O)N. Drug 2: B(C(CC(C)C)NC(=O)C(CC1=CC=CC=C1)NC(=O)C2=NC=CN=C2)(O)O. Cell line: 786-0. Synergy scores: CSS=61.1, Synergy_ZIP=-4.77, Synergy_Bliss=-0.976, Synergy_Loewe=-15.7, Synergy_HSA=-1.71. (2) Drug 1: COC1=CC(=CC(=C1O)OC)C2C3C(COC3=O)C(C4=CC5=C(C=C24)OCO5)OC6C(C(C7C(O6)COC(O7)C8=CC=CS8)O)O. Drug 2: C1CCC(C(C1)N)N.C(=O)(C(=O)[O-])[O-].[Pt+4]. Cell line: NCI-H522. Synergy scores: CSS=39.3, Synergy_ZIP=-9.74, Synergy_Bliss=-0.136, Synergy_Loewe=1.89, Synergy_HSA=3.72. (3) Drug 1: C1C(C(OC1N2C=NC3=C(N=C(N=C32)Cl)N)CO)O. Drug 2: C1CN(P(=O)(OC1)NCCCl)CCCl. Cell line: SF-268. Synergy scores: CSS=6.87, Synergy_ZIP=-3.36, Synergy_Bliss=-3.94, Synergy_Loewe=-9.46, Synergy_HSA=-3.10. (4) Drug 1: CC1CCC2CC(C(=CC=CC=CC(CC(C(=O)C(C(C(=CC(C(=O)CC(OC(=O)C3CCCCN3C(=O)C(=O)C1(O2)O)C(C)CC4CCC(C(C4)OC)O)C)C)O)OC)C)C)C)OC. Drug 2: CC12CCC3C(C1CCC2O)C(CC4=C3C=CC(=C4)O)CCCCCCCCCS(=O)CCCC(C(F)(F)F)(F)F. Cell line: NCI-H322M. Synergy scores: CSS=-1.32, Synergy_ZIP=1.06, Synergy_Bliss=1.38, Synergy_Loewe=-0.862, Synergy_HSA=-0.921. (5) Drug 1: CCC(=C(C1=CC=CC=C1)C2=CC=C(C=C2)OCCN(C)C)C3=CC=CC=C3.C(C(=O)O)C(CC(=O)O)(C(=O)O)O. Drug 2: C(CN)CNCCSP(=O)(O)O. Cell line: NCI-H460. Synergy scores: CSS=5.90, Synergy_ZIP=-1.16, Synergy_Bliss=-1.64, Synergy_Loewe=-7.77, Synergy_HSA=-3.54. (6) Drug 1: C1=C(C(=O)NC(=O)N1)F. Drug 2: C1CNP(=O)(OC1)N(CCCl)CCCl. Cell line: SF-539. Synergy scores: CSS=44.3, Synergy_ZIP=-3.91, Synergy_Bliss=-11.0, Synergy_Loewe=-30.5, Synergy_HSA=-14.9.